From a dataset of Full USPTO retrosynthesis dataset with 1.9M reactions from patents (1976-2016). Predict the reactants needed to synthesize the given product. (1) Given the product [CH2:35]([N:34]([CH2:32][CH3:33])[C:11](=[O:13])[CH2:10][N:9]1[C:8]2[CH:14]=[CH:15][C:16]([O:18][CH3:19])=[CH:17][C:7]=2[N:6]=[C:5]1[C:3](=[O:4])[C:2]([CH3:1])([CH3:21])[CH3:20])[CH2:36][CH2:37][CH3:38], predict the reactants needed to synthesize it. The reactants are: [CH3:1][C:2]([CH3:21])([CH3:20])[C:3]([C:5]1[N:9]([CH2:10][C:11]([OH:13])=O)[C:8]2[CH:14]=[CH:15][C:16]([O:18][CH3:19])=[CH:17][C:7]=2[N:6]=1)=[O:4].C1C=CC2N(O)N=NC=2C=1.[CH2:32]([NH:34][CH2:35][CH2:36][CH2:37][CH3:38])[CH3:33].CCN(C(C)C)C(C)C. (2) The reactants are: OC1C=CC(C(C2C=CC(O)=CC=2)(C)C)=CC=1.FC1C=CC(P(=O)(C2C=CC(F)=CC=2)C2C=CC=CC=2)=CC=1.C([O-])([O-])=O.[K+].[K+].[N+]([C:49]1[CH:50]=[C:51]([C:57]#[N:58])[C:52](=[CH:55][CH:56]=1)[C:53]#[N:54])([O-])=O.Cl. Given the product [C:57](#[N:58])[C:51]1[C:52](=[CH:55][CH:56]=[CH:49][CH:50]=1)[C:53]#[N:54], predict the reactants needed to synthesize it. (3) Given the product [Br:16][C:15]1[S:14][C:13]([S:17](=[O:19])(=[O:18])[NH:36][CH2:35][CH2:34][N:28]2[CH2:33][CH2:32][CH2:31][CH2:30][CH2:29]2)=[CH:12][C:11]=1[C:7]1[S:6][C:5]([NH:4][C:1](=[O:3])[CH3:2])=[N:9][C:8]=1[CH3:10], predict the reactants needed to synthesize it. The reactants are: [C:1]([NH:4][C:5]1[S:6][C:7]([C:11]2[CH:12]=[C:13]([S:17](Cl)(=[O:19])=[O:18])[S:14][C:15]=2[Br:16])=[C:8]([CH3:10])[N:9]=1)(=[O:3])[CH3:2].C(N(CC)CC)C.[N:28]1([CH2:34][CH2:35][NH2:36])[CH2:33][CH2:32][CH2:31][CH2:30][CH2:29]1.